Task: Predict which catalyst facilitates the given reaction.. Dataset: Catalyst prediction with 721,799 reactions and 888 catalyst types from USPTO The catalyst class is: 11. Reactant: [NH2:1][C:2]1[CH:7]=[C:6]([C:8]([F:11])([F:10])[F:9])[CH:5]=[CH:4][C:3]=1[NH:12][C:13]1[CH:21]=[C:20]([Cl:22])[CH:19]=[CH:18][C:14]=1[C:15](O)=[O:16].S(O)(C1C=CC(C)=CC=1)(=O)=O.O. Product: [Cl:22][C:20]1[CH:19]=[CH:18][C:14]2[C:15](=[O:16])[NH:1][C:2]3[CH:7]=[C:6]([C:8]([F:11])([F:10])[F:9])[CH:5]=[CH:4][C:3]=3[NH:12][C:13]=2[CH:21]=1.